From a dataset of Peptide-MHC class II binding affinity with 134,281 pairs from IEDB. Regression. Given a peptide amino acid sequence and an MHC pseudo amino acid sequence, predict their binding affinity value. This is MHC class II binding data. (1) The peptide sequence is GVLQTFMRMAWGGSY. The MHC is DRB1_1101 with pseudo-sequence DRB1_1101. The binding affinity (normalized) is 0.718. (2) The peptide sequence is LCHICWKPLPTSITV. The MHC is DRB1_0101 with pseudo-sequence DRB1_0101. The binding affinity (normalized) is 0.944. (3) The peptide sequence is GIVTMLSPMLHHWIK. The MHC is DRB1_0404 with pseudo-sequence DRB1_0404. The binding affinity (normalized) is 0.898. (4) The peptide sequence is EKVYFAATQFEPLAA. The MHC is HLA-DPA10201-DPB10101 with pseudo-sequence HLA-DPA10201-DPB10101. The binding affinity (normalized) is 0.811. (5) The peptide sequence is GLGWYKIEIDQDHQE. The MHC is HLA-DQA10401-DQB10402 with pseudo-sequence HLA-DQA10401-DQB10402. The binding affinity (normalized) is 0.352. (6) The peptide sequence is LDGFDWLELLCFHDF. The MHC is DRB1_0101 with pseudo-sequence DRB1_0101. The binding affinity (normalized) is 0.231. (7) The peptide sequence is ALVGAALHPFALLLV. The MHC is DRB1_1101 with pseudo-sequence DRB1_1101. The binding affinity (normalized) is 0. (8) The peptide sequence is YDKILANVSTVLTGK. The MHC is DRB1_0701 with pseudo-sequence DRB1_0701. The binding affinity (normalized) is 0.565. (9) The peptide sequence is LISWGHYPLHLRYYR. The MHC is HLA-DPA10103-DPB10301 with pseudo-sequence HLA-DPA10103-DPB10301. The binding affinity (normalized) is 0.333. (10) The peptide sequence is ALRVIAGALEVHAVK. The MHC is HLA-DQA10501-DQB10201 with pseudo-sequence HLA-DQA10501-DQB10201. The binding affinity (normalized) is 0.397.